Dataset: Reaction yield outcomes from USPTO patents with 853,638 reactions. Task: Predict the reaction yield, written as a fraction of the theoretical maximum amount of product (1.0 means a 100% yield; for example, 0.34 means a 34% yield). (1) The reactants are [CH3:1][O:2][C:3]([C:5]1[S:6][C:7]([C:11]2[CH:16]=[CH:15][CH:14]=[CH:13][CH:12]=2)=[CH:8][C:9]=1[NH2:10])=[O:4].[CH2:17]([O:19][C:20](=[O:32])[CH2:21][CH2:22][CH2:23][C:24]([CH:26]1[CH2:31][CH2:30][CH2:29][CH2:28][CH2:27]1)=O)[CH3:18].C1([SiH3])C=CC=CC=1.C([Sn](Cl)(Cl)CCCC)CCC. The catalyst is O1CCOCC1. The product is [CH3:1][O:2][C:3]([C:5]1[S:6][C:7]([C:11]2[CH:16]=[CH:15][CH:14]=[CH:13][CH:12]=2)=[CH:8][C:9]=1[NH:10][CH:24]([CH:26]1[CH2:31][CH2:30][CH2:29][CH2:28][CH2:27]1)[CH2:23][CH2:22][CH2:21][C:20]([O:19][CH2:17][CH3:18])=[O:32])=[O:4]. The yield is 0.150. (2) The reactants are [CH3:1][O:2][C:3]1[N:8]=[CH:7][C:6]([NH:9][C:10]2[C:15]([C:16]3[N:24]=[C:23]([CH3:25])[N:22]=[C:21]4[C:17]=3[N:18]=[CH:19][NH:20]4)=[CH:14][C:13]([CH2:26][N:27]3[CH2:32][CH2:31][NH:30][CH2:29][CH2:28]3)=[CH:12][N:11]=2)=[CH:5][CH:4]=1.CCN(C(C)C)C(C)C.[CH3:42][S:43](Cl)(=[O:45])=[O:44]. The catalyst is [NH4+].[Cl-].O.C(Cl)Cl. The product is [CH3:1][O:2][C:3]1[N:8]=[CH:7][C:6]([NH:9][C:10]2[C:15]([C:16]3[N:24]=[C:23]([CH3:25])[N:22]=[C:21]4[C:17]=3[N:18]=[CH:19][NH:20]4)=[CH:14][C:13]([CH2:26][N:27]3[CH2:28][CH2:29][N:30]([S:43]([CH3:42])(=[O:45])=[O:44])[CH2:31][CH2:32]3)=[CH:12][N:11]=2)=[CH:5][CH:4]=1. The yield is 0.160. (3) The catalyst is O. The yield is 0.910. The product is [CH2:16]([O:15][CH:9]([O:8][CH2:6][CH3:7])[C:10]1([CH2:13][OH:14])[CH2:11][CH2:12]1)[CH3:17]. The reactants are O1CCCC1.[CH2:6]([O:8][CH:9]([O:15][CH2:16][CH3:17])[C:10]1([CH:13]=[O:14])[CH2:12][CH2:11]1)[CH3:7].[H-].[Al+3].[Li+].[H-].[H-].[H-]. (4) The reactants are CCN(C(C)C)C(C)C.OC(C(F)(F)F)=O.[NH2:17][CH2:18][C:19]([N:21]1[CH2:26][CH2:25][N:24]([C:27](=[O:38])[C:28]2[CH:33]=[CH:32][CH:31]=[CH:30][C:29]=2[C:34]([F:37])([F:36])[F:35])[CH2:23][CH2:22]1)=[O:20].C1C=CC2N(O)N=NC=2C=1.CCN=C=NCCCN(C)C.Cl.[F:61][C:62]1[CH:70]=[CH:69][C:65]([C:66](O)=[O:67])=[CH:64][CH:63]=1. The catalyst is CN(C=O)C.O. The product is [F:61][C:62]1[CH:70]=[CH:69][C:65]([C:66]([NH:17][CH2:18][C:19](=[O:20])[N:21]2[CH2:22][CH2:23][N:24]([C:27](=[O:38])[C:28]3[CH:33]=[CH:32][CH:31]=[CH:30][C:29]=3[C:34]([F:37])([F:35])[F:36])[CH2:25][CH2:26]2)=[O:67])=[CH:64][CH:63]=1. The yield is 0.670. (5) The catalyst is [NH4+].[Cl-]. The yield is 0.920. The reactants are [CH2:1]([NH2:3])[CH3:2].[C:4]([O:8][C:9]([N:11]([CH3:51])[C@@H:12]([CH3:50])[C:13]([NH:15][C@H:16]1[C@H:22]([CH3:23])[O:21][C:20]2[CH:24]=[CH:25][CH:26]=[CH:27][C:19]=2[N:18]([CH2:28][C:29]2[C:37]3[C:32](=[CH:33][CH:34]=[CH:35][CH:36]=3)[N:31]([C:38]3[CH:46]=[CH:45][C:41]([C:42]([OH:44])=O)=[CH:40][C:39]=3[C:47]#[N:48])[N:30]=2)[C:17]1=[O:49])=[O:14])=[O:10])([CH3:7])([CH3:6])[CH3:5].CCN(C(C)C)C(C)C.C1CN([P+](ON2N=NC3C=CC=CC2=3)(N2CCCC2)N2CCCC2)CC1.F[P-](F)(F)(F)(F)F. The product is [C:47]([C:39]1[CH:40]=[C:41]([C:42](=[O:44])[NH:3][CH2:1][CH3:2])[CH:45]=[CH:46][C:38]=1[N:31]1[C:32]2[C:37](=[CH:36][CH:35]=[CH:34][CH:33]=2)[C:29]([CH2:28][N:18]2[C:17](=[O:49])[C@@H:16]([NH:15][C:13](=[O:14])[C@@H:12]([N:11]([CH3:51])[C:9](=[O:10])[O:8][C:4]([CH3:7])([CH3:5])[CH3:6])[CH3:50])[C@H:22]([CH3:23])[O:21][C:20]3[CH:24]=[CH:25][CH:26]=[CH:27][C:19]2=3)=[N:30]1)#[N:48].